This data is from Full USPTO retrosynthesis dataset with 1.9M reactions from patents (1976-2016). The task is: Predict the reactants needed to synthesize the given product. (1) Given the product [CH3:1][O:2][C:3]1[CH:4]=[C:5]([C:9]2[C:10]([C:22]3[CH:27]=[CH:26][N:25]=[CH:24][CH:23]=3)=[N:11][N:12]3[C:17]([CH3:18])=[C:16]([C:19]([N:39]4[CH2:40][CH2:41][N:36]([CH3:35])[CH2:37][CH2:38]4)=[O:21])[N:15]=[N:14][C:13]=23)[CH:6]=[CH:7][CH:8]=1, predict the reactants needed to synthesize it. The reactants are: [CH3:1][O:2][C:3]1[CH:4]=[C:5]([C:9]2[C:10]([C:22]3[CH:27]=[CH:26][N:25]=[CH:24][CH:23]=3)=[N:11][N:12]3[C:17]([CH3:18])=[C:16]([C:19]([OH:21])=O)[N:15]=[N:14][C:13]=23)[CH:6]=[CH:7][CH:8]=1.C(N(CC)CC)C.[CH3:35][N:36]1[CH2:41][CH2:40][NH:39][CH2:38][CH2:37]1.C(OP(C#N)(=O)OCC)C. (2) Given the product [C:1]([O:5][C:6](=[O:7])[NH:8][CH:9]([C:10](=[O:12])[NH:16][CH:17]([C:18](=[O:19])[NH:20][CH:21]([CH2:38][C:39]1[CH:44]=[C:43]([F:45])[C:42]([F:46])=[CH:41][C:40]=1[F:47])[CH2:22][C:23](=[O:37])[N:24]1[CH2:29][CH2:28][N:27]2[C:30]([C:33]([F:35])([F:34])[F:36])=[N:31][N:32]=[C:26]2[CH2:25]1)[CH3:48])[CH:13]([CH3:15])[CH3:14])([CH3:2])([CH3:3])[CH3:4], predict the reactants needed to synthesize it. The reactants are: [C:1]([O:5][C:6]([NH:8][CH:9]([CH:13]([CH3:15])[CH3:14])[C:10]([OH:12])=O)=[O:7])([CH3:4])([CH3:3])[CH3:2].[NH2:16][CH:17]([CH3:48])[C:18]([NH:20][CH:21]([CH2:38][C:39]1[CH:44]=[C:43]([F:45])[C:42]([F:46])=[CH:41][C:40]=1[F:47])[CH2:22][C:23](=[O:37])[N:24]1[CH2:29][CH2:28][N:27]2[C:30]([C:33]([F:36])([F:35])[F:34])=[N:31][N:32]=[C:26]2[CH2:25]1)=[O:19]. (3) Given the product [Br:1][C:2]1[CH:9]=[C:8]([F:10])[CH:7]=[CH:6][C:3]=1[CH2:4][N:12]([CH3:13])[CH3:11], predict the reactants needed to synthesize it. The reactants are: [Br:1][C:2]1[CH:9]=[C:8]([F:10])[CH:7]=[CH:6][C:3]=1[CH:4]=O.[CH3:11][NH:12][CH3:13].C(O)(=O)C.C(O[BH-](OC(=O)C)OC(=O)C)(=O)C.[Na+]. (4) Given the product [CH:30]([N:33]1[CH2:38][CH2:37][CH:36]([NH:39][C:18]([C:10]2[N:9]([CH2:8][C:6]([O:5][C:1]([CH3:4])([CH3:3])[CH3:2])=[O:7])[C:17]3[C:12]([CH:11]=2)=[CH:13][CH:14]=[CH:15][CH:16]=3)=[O:19])[CH2:35][CH2:34]1)([CH3:32])[CH3:31], predict the reactants needed to synthesize it. The reactants are: [C:1]([O:5][C:6]([CH2:8][N:9]1[C:17]2[C:12](=[CH:13][CH:14]=[CH:15][CH:16]=2)[CH:11]=[C:10]1[C:18](O)=[O:19])=[O:7])([CH3:4])([CH3:3])[CH3:2].C(N1CCOCC1)C.Cl.[CH:30]([N:33]1[CH2:38][CH2:37][CH:36]([NH2:39])[CH2:35][CH2:34]1)([CH3:32])[CH3:31].